Dataset: Peptide-MHC class I binding affinity with 185,985 pairs from IEDB/IMGT. Task: Regression. Given a peptide amino acid sequence and an MHC pseudo amino acid sequence, predict their binding affinity value. This is MHC class I binding data. (1) The peptide sequence is VPFVSVNPI. The MHC is HLA-A26:01 with pseudo-sequence HLA-A26:01. The binding affinity (normalized) is 0.0847. (2) The peptide sequence is FHNNWGATL. The MHC is HLA-B35:01 with pseudo-sequence HLA-B35:01. The binding affinity (normalized) is 0.342. (3) The peptide sequence is WPISAILWF. The MHC is HLA-B08:01 with pseudo-sequence HLA-B08:01. The binding affinity (normalized) is 0.0847. (4) The peptide sequence is LQRKHGGML. The MHC is HLA-B15:01 with pseudo-sequence HLA-B15:01. The binding affinity (normalized) is 0.682. (5) The peptide sequence is WSADGSSMY. The MHC is HLA-A01:01 with pseudo-sequence HLA-A01:01. The binding affinity (normalized) is 0.853.